Dataset: Forward reaction prediction with 1.9M reactions from USPTO patents (1976-2016). Task: Predict the product of the given reaction. Given the reactants Br[C:2]1[S:6][C:5]([S:7]([NH:10][C:11]2[CH:16]=[CH:15][CH:14]=[C:13]([C:17]3[NH:21][N:20]=[N:19][N:18]=3)[CH:12]=2)(=[O:9])=[O:8])=[CH:4][CH:3]=1.[NH2:22][C:23]([C:25]1[CH:26]=[C:27](B(O)O)[CH:28]=[CH:29][CH:30]=1)=[O:24], predict the reaction product. The product is: [NH:21]1[C:17]([C:13]2[CH:12]=[C:11]([NH:10][S:7]([C:5]3[S:6][C:2]([C:29]4[CH:30]=[C:25]([CH:26]=[CH:27][CH:28]=4)[C:23]([NH2:22])=[O:24])=[CH:3][CH:4]=3)(=[O:9])=[O:8])[CH:16]=[CH:15][CH:14]=2)=[N:18][N:19]=[N:20]1.